This data is from Catalyst prediction with 721,799 reactions and 888 catalyst types from USPTO. The task is: Predict which catalyst facilitates the given reaction. Reactant: [Cl:1][C:2]1[CH:3]=[C:4]([C@H:8]2[CH2:13][CH2:12][C:11](=[O:14])[N:10]([C@@H:15]([CH2:23][CH3:24])[C:16]([O:18][C:19]([CH3:22])([CH3:21])[CH3:20])=[O:17])[C@@H:9]2[C:25]2[CH:30]=[CH:29][C:28]([Cl:31])=[CH:27][CH:26]=2)[CH:5]=[CH:6][CH:7]=1.IC.[CH3:34][Si]([N-][Si](C)(C)C)(C)C.[Li+]. Product: [Cl:1][C:2]1[CH:3]=[C:4]([C@H:8]2[CH2:13][CH:12]([CH3:34])[C:11](=[O:14])[N:10]([C@@H:15]([CH2:23][CH3:24])[C:16]([O:18][C:19]([CH3:22])([CH3:21])[CH3:20])=[O:17])[C@@H:9]2[C:25]2[CH:26]=[CH:27][C:28]([Cl:31])=[CH:29][CH:30]=2)[CH:5]=[CH:6][CH:7]=1. The catalyst class is: 1.